Dataset: NCI-60 drug combinations with 297,098 pairs across 59 cell lines. Task: Regression. Given two drug SMILES strings and cell line genomic features, predict the synergy score measuring deviation from expected non-interaction effect. Synergy scores: CSS=63.0, Synergy_ZIP=2.97, Synergy_Bliss=2.85, Synergy_Loewe=2.85, Synergy_HSA=7.61. Cell line: SF-295. Drug 2: C1CCC(C(C1)N)N.C(=O)(C(=O)[O-])[O-].[Pt+4]. Drug 1: CC1=C(N=C(N=C1N)C(CC(=O)N)NCC(C(=O)N)N)C(=O)NC(C(C2=CN=CN2)OC3C(C(C(C(O3)CO)O)O)OC4C(C(C(C(O4)CO)O)OC(=O)N)O)C(=O)NC(C)C(C(C)C(=O)NC(C(C)O)C(=O)NCCC5=NC(=CS5)C6=NC(=CS6)C(=O)NCCC[S+](C)C)O.